Dataset: Reaction yield outcomes from USPTO patents with 853,638 reactions. Task: Predict the reaction yield, written as a fraction of the theoretical maximum amount of product (1.0 means a 100% yield; for example, 0.34 means a 34% yield). The reactants are [C:1]([C:5]1[S:9]/[C:8](=[N:10]\[C:11](=[O:21])[C:12]2[CH:17]=[C:16]([Cl:18])[CH:15]=[CH:14][C:13]=2[O:19][CH3:20])/[N:7]([CH2:22][C@H:23]([NH:25]C(=O)OC(C)(C)C)[CH3:24])[CH:6]=1)([CH3:4])([CH3:3])[CH3:2].Cl. The catalyst is CO.O1CCOCC1. The product is [NH2:25][C@H:23]([CH3:24])[CH2:22][N:7]1[CH:6]=[C:5]([C:1]([CH3:3])([CH3:4])[CH3:2])[S:9]/[C:8]/1=[N:10]\[C:11](=[O:21])[C:12]1[CH:17]=[C:16]([Cl:18])[CH:15]=[CH:14][C:13]=1[O:19][CH3:20]. The yield is 0.590.